Task: Predict the reaction yield, written as a fraction of the theoretical maximum amount of product (1.0 means a 100% yield; for example, 0.34 means a 34% yield).. Dataset: Reaction yield outcomes from USPTO patents with 853,638 reactions (1) The reactants are [F:1][C:2]1[CH:7]=[CH:6][CH:5]=[C:4]([F:8])[C:3]=1[C:9]1[NH:13][CH:12]=[C:11]([CH2:14][OH:15])[CH:10]=1.C[N+]1([O-])CCOCC1. The catalyst is C(#N)C.C(OCC)(=O)C.[Ru]([O-])(=O)(=O)=O.C([N+](CCC)(CCC)CCC)CC. The product is [F:1][C:2]1[CH:7]=[CH:6][CH:5]=[C:4]([F:8])[C:3]=1[C:9]1[NH:13][CH:12]=[C:11]([CH:14]=[O:15])[CH:10]=1. The yield is 0.770. (2) The reactants are C([O:3][C:4](=[O:33])[CH2:5][CH2:6][C:7]1[CH:12]=[CH:11][CH:10]=[C:9]([N:13]2[C:17]([NH:18][C:19]([NH:21][C:22]3[CH:27]=[CH:26][C:25]([F:28])=[CH:24][CH:23]=3)=[O:20])=[CH:16][C:15]([C:29]([CH3:32])([CH3:31])[CH3:30])=[N:14]2)[CH:8]=1)C.[Li+].[OH-]. The catalyst is CO. The product is [C:29]([C:15]1[CH:16]=[C:17]([NH:18][C:19]([NH:21][C:22]2[CH:23]=[CH:24][C:25]([F:28])=[CH:26][CH:27]=2)=[O:20])[N:13]([C:9]2[CH:8]=[C:7]([CH2:6][CH2:5][C:4]([OH:33])=[O:3])[CH:12]=[CH:11][CH:10]=2)[N:14]=1)([CH3:32])([CH3:30])[CH3:31]. The yield is 0.900.